This data is from Full USPTO retrosynthesis dataset with 1.9M reactions from patents (1976-2016). The task is: Predict the reactants needed to synthesize the given product. (1) Given the product [C:20]1([C:17]2[C:16]([C:26]([F:27])([F:28])[F:29])=[C:15]([C:9]3[S:10][C:11]4[C:12]5[C:4](=[CH:3][C:2]([CH:30]=[CH2:31])=[CH:14][CH:13]=5)[CH2:5][CH2:6][C:7]=4[N:8]=3)[O:19][N:18]=2)[CH:25]=[CH:24][CH:23]=[CH:22][CH:21]=1, predict the reactants needed to synthesize it. The reactants are: Br[C:2]1[CH:3]=[C:4]2[C:12](=[CH:13][CH:14]=1)[C:11]1[S:10][C:9]([C:15]3[O:19][N:18]=[C:17]([C:20]4[CH:25]=[CH:24][CH:23]=[CH:22][CH:21]=4)[C:16]=3[C:26]([F:29])([F:28])[F:27])=[N:8][C:7]=1[CH2:6][CH2:5]2.[CH2:30]([Sn](CCCC)(CCCC)C=C)[CH2:31]CC. (2) Given the product [NH2:1][C:2]1[C:7]([C:8]#[N:9])=[C:6]([CH2:22][CH3:23])[N:5]=[C:4]([NH2:11])[CH:3]=1, predict the reactants needed to synthesize it. The reactants are: [NH2:1][C:2]1[C:7]([C:8]#[N:9])=[C:6](Br)[N:5]=[C:4]([NH:11]C(=O)C)[CH:3]=1.C([O-])([O-])=O.[Cs+].[Cs+].B(CC)(CC)[CH2:22][CH3:23]. (3) The reactants are: Cl[C:2]1[N:7]2C=[CH:9][N:10]=[C:6]2[CH:5]=[C:4]([Cl:11])[N:3]=1.FC(F)(F)C(O)=O.[NH2:19][CH2:20][CH2:21][NH:22][C:23]1[N:28]=[C:27]([NH2:29])[C:26]([N+:30]([O-:32])=[O:31])=[CH:25][CH:24]=1.CC[N:35](C(C)C)C(C)C.O. Given the product [Cl:11][C:4]1[N:3]=[C:2]([NH:19][CH2:20][CH2:21][NH:22][C:23]2[N:28]=[C:27]([NH2:29])[C:26]([N+:30]([O-:32])=[O:31])=[CH:25][CH:24]=2)[N:7]2[N:35]=[CH:9][N:10]=[C:6]2[CH:5]=1, predict the reactants needed to synthesize it. (4) Given the product [CH3:11][CH2:10][CH2:2][CH2:3][CH2:42][CH2:23][CH2:22][CH2:27][CH2:26][CH2:25][CH2:42][CH2:23][CH2:22][CH2:27][CH2:26][C:25]([O:30][CH2:31][CH:36]([OH:41])[CH2:37][OH:40])=[O:24], predict the reactants needed to synthesize it. The reactants are: Br[C:2]1[C:10]([CH3:11])=NC2N(N=CN=2)[C:3]=1O.[OH-].[Na+].C1[C@H](N[C@H:22]2[C@H:27](O)[C@@H:26](O)[C@@H:25]([O:30][C@@H:31]([C@H:36]([OH:41])[C@@H:37]([OH:40])C=O)[C@H](O)CO)[O:24][C@@H:23]2[CH2:42]O)[C@H](O)[C@@H](O)[C@H](O)C=1CO.B(O)(O)O. (5) Given the product [F:34][C:35]1([F:42])[CH2:40][C:39]2[N:7]([CH2:6][O:5][CH2:4][CH2:3][Si:2]([CH3:1])([CH3:32])[CH3:33])[N:8]=[C:9]([C:29]([OH:31])=[O:30])[C:38]=2[CH2:37][CH2:36]1, predict the reactants needed to synthesize it. The reactants are: [CH3:1][Si:2]([CH3:33])([CH3:32])[CH2:3][CH2:4][O:5][CH2:6][N:7]1C2CC(C3C=NN(COCC[Si](C)(C)C)C=3)CCC=2[C:9]([C:29]([OH:31])=[O:30])=[N:8]1.[F:34][C:35]1([F:42])[CH2:40][CH2:39][C:38](=O)[CH2:37][CH2:36]1. (6) Given the product [C:1]1([CH2:7][C:8]([OH:10])=[O:9])[CH:6]=[CH:5][CH:4]=[CH:3][CH:2]=1, predict the reactants needed to synthesize it. The reactants are: [C:1]1([CH2:7][C:8]([O:10]C)=[O:9])[CH:6]=[CH:5][CH:4]=[CH:3][CH:2]=1.[OH-].[Na+].Cl. (7) Given the product [CH3:12][S:13]([CH2:6][C:5]1[CH:8]=[CH:9][CH:10]=[CH:11][C:4]=1[N+:1]([O-:3])=[O:2])(=[O:15])=[O:14], predict the reactants needed to synthesize it. The reactants are: [N+:1]([C:4]1[CH:11]=[CH:10][CH:9]=[CH:8][C:5]=1[CH2:6]Br)([O-:3])=[O:2].[CH3:12][S:13]([O-:15])=[O:14].[Na+]. (8) Given the product [Cl:12][C:13]1[CH:18]=[CH:17][C:16]([C:2]2[CH:3]=[C:4]([CH3:11])[C:5]3[N:6]([CH:8]=[CH:9][N:10]=3)[CH:7]=2)=[CH:15][CH:14]=1, predict the reactants needed to synthesize it. The reactants are: Br[C:2]1[CH:3]=[C:4]([CH3:11])[C:5]2[N:6]([CH:8]=[CH:9][N:10]=2)[CH:7]=1.[Cl:12][C:13]1[CH:18]=[CH:17][C:16](B(O)O)=[CH:15][CH:14]=1.